Dataset: Forward reaction prediction with 1.9M reactions from USPTO patents (1976-2016). Task: Predict the product of the given reaction. (1) Given the reactants [NH2:1][C@H:2]1[C:11]2[C:6](=[CH:7][CH:8]=[C:9]([C:12]3[CH:13]=[N:14][N:15]([CH2:17][CH2:18][O:19][Si:20]([C:23]([CH3:26])([CH3:25])[CH3:24])([CH3:22])[CH3:21])[CH:16]=3)[CH:10]=2)[N:5]([C:27](=[O:29])[CH3:28])[C@@H:4]([CH:30]2[CH2:32][CH2:31]2)[C@@H:3]1[CH3:33].Br[C:35]1[CH:40]=[CH:39][CH:38]=[CH:37][N:36]=1.CC(C)([O-])C.[Na+], predict the reaction product. The product is: [Si:20]([O:19][CH2:18][CH2:17][N:15]1[CH:16]=[C:12]([C:9]2[CH:10]=[C:11]3[C:6](=[CH:7][CH:8]=2)[N:5]([C:27](=[O:29])[CH3:28])[C@@H:4]([CH:30]2[CH2:32][CH2:31]2)[C@H:3]([CH3:33])[C@H:2]3[NH:1][C:35]2[CH:40]=[CH:39][CH:38]=[CH:37][N:36]=2)[CH:13]=[N:14]1)([C:23]([CH3:24])([CH3:25])[CH3:26])([CH3:22])[CH3:21]. (2) The product is: [S:4]1[C:8]2[CH:9]=[CH:10][CH:11]=[CH:12][C:7]=2[N:6]=[C:5]1[C:13]([O:15][CH2:22][CH2:21][CH2:20][CH2:19][C:18]([CH3:24])=[C:17]([F:25])[F:16])=[O:14]. Given the reactants ClCCl.[S:4]1[C:8]2[CH:9]=[CH:10][CH:11]=[CH:12][C:7]=2[N:6]=[C:5]1[C:13]([OH:15])=[O:14].[F:16][C:17]([F:25])=[C:18]([CH3:24])[CH2:19][CH2:20][CH2:21][CH2:22]O.CN(C1C=CC=CN=1)C, predict the reaction product. (3) Given the reactants [CH:1]([NH:4][C:5]([C@H:7]1[CH2:12][CH2:11][C@@H:10]([NH:13][C:14]2[C:19]([N+:20]([O-])=O)=[CH:18][N:17]=[C:16]([O:23][CH2:24][CH2:25][N:26]3[CH2:31][CH2:30][CH2:29][CH2:28][CH2:27]3)[CH:15]=2)[CH2:9][CH2:8]1)=[O:6])([CH3:3])[CH3:2].[Sn](Cl)Cl, predict the reaction product. The product is: [NH2:20][C:19]1[C:14]([NH:13][C@@H:10]2[CH2:9][CH2:8][C@H:7]([C:5]([NH:4][CH:1]([CH3:3])[CH3:2])=[O:6])[CH2:12][CH2:11]2)=[CH:15][C:16]([O:23][CH2:24][CH2:25][N:26]2[CH2:31][CH2:30][CH2:29][CH2:28][CH2:27]2)=[N:17][CH:18]=1. (4) Given the reactants [NH:1]1[CH:5]=[C:4]([C:6]([O:8][CH2:9][CH3:10])=[O:7])[CH:3]=[N:2]1.C([O-])([O-])=O.[K+].[K+].Cl[CH2:18][C:19]1[CH:24]=[CH:23][C:22]([O:25][CH3:26])=[CH:21][CH:20]=1.CCOCC, predict the reaction product. The product is: [CH3:26][O:25][C:22]1[CH:23]=[CH:24][C:19]([CH2:18][N:1]2[CH:5]=[C:4]([C:6]([O:8][CH2:9][CH3:10])=[O:7])[CH:3]=[N:2]2)=[CH:20][CH:21]=1.